Predict the product of the given reaction. From a dataset of Forward reaction prediction with 1.9M reactions from USPTO patents (1976-2016). Given the reactants [N+:1]([C:4]1[CH:9]=[CH:8][CH:7]=[CH:6][C:5]=1[C:10]1[CH:15]=[CH:14][CH:13]=[CH:12][CH:11]=1)([O-:3])=[O:2].Cl[S:17]([OH:20])(=[O:19])=[O:18], predict the reaction product. The product is: [N+:1]([C:4]1[CH:9]=[CH:8][CH:7]=[CH:6][C:5]=1[C:10]1[C:11]([S:17]([OH:20])(=[O:19])=[O:18])=[CH:12][CH:13]=[CH:14][CH:15]=1)([O-:3])=[O:2].